From a dataset of Reaction yield outcomes from USPTO patents with 853,638 reactions. Predict the reaction yield, written as a fraction of the theoretical maximum amount of product (1.0 means a 100% yield; for example, 0.34 means a 34% yield). (1) The reactants are [O:1]=[C:2]1[NH:7][C:6]2[CH:8]=[C:9]([C:12](OC)=[O:13])[CH:10]=[N:11][C:5]=2[N:4]2[CH2:16][CH2:17][S:18][CH2:19][CH:3]12.[H-].[Na+].[H-].[Al+3].[Li+].[H-].[H-].[H-].CO. The catalyst is O1CCCC1.O.C(OCC)(=O)C. The product is [OH:13][CH2:12][C:9]1[CH:10]=[N:11][C:5]2[N:4]3[CH2:16][CH2:17][S:18][CH2:19][CH:3]3[C:2](=[O:1])[NH:7][C:6]=2[CH:8]=1. The yield is 0.980. (2) The reactants are [Cl:1][C:2]1[CH:10]=[C:9]2[C:5]([C:6]([CH:32]([F:34])[F:33])=[CH:7][N:8]2[S:11]([C:14]2[CH:19]=[CH:18][C:17]([O:20][CH2:21][C:22]([F:25])([F:24])[F:23])=[C:16]([N:26]3[CH2:31][CH2:30][NH:29][CH2:28][CH2:27]3)[CH:15]=2)(=[O:13])=[O:12])=[CH:4][CH:3]=1.[C:35]([BH3-])#N.[Na+].C=O. The catalyst is CO. The product is [Cl:1][C:2]1[CH:10]=[C:9]2[C:5]([C:6]([CH:32]([F:33])[F:34])=[CH:7][N:8]2[S:11]([C:14]2[CH:19]=[CH:18][C:17]([O:20][CH2:21][C:22]([F:25])([F:23])[F:24])=[C:16]([N:26]3[CH2:31][CH2:30][N:29]([CH3:35])[CH2:28][CH2:27]3)[CH:15]=2)(=[O:12])=[O:13])=[CH:4][CH:3]=1. The yield is 0.841. (3) The reactants are C[O:2][C:3]([C:5]1[S:9][C:8]2[C:10]([Br:13])=[CH:11][S:12][C:7]=2[C:6]=1[O:14][CH2:15][C:16]([O:18]CC)=[O:17])=[O:4].[Li+].[OH-]. The catalyst is C1COCC1.O. The product is [Br:13][C:10]1[C:8]2[S:9][C:5]([C:3]([OH:4])=[O:2])=[C:6]([O:14][CH2:15][C:16]([OH:18])=[O:17])[C:7]=2[S:12][CH:11]=1. The yield is 0.600. (4) The reactants are [NH2:1][C:2]1[CH:3]=[C:4]([CH:8]=[C:9]([NH2:11])[CH:10]=1)[C:5]([OH:7])=[O:6].[C:12](O[C:12]([O:14][C:15]([CH3:18])([CH3:17])[CH3:16])=[O:13])([O:14][C:15]([CH3:18])([CH3:17])[CH3:16])=[O:13].[C:27](=[O:30])(O)[O-:28].[Na+].C(O)(=O)[CH2:33][C:34]([CH2:39]C(O)=O)([C:36](O)=O)O. The catalyst is C1COCC1.O. The product is [C:34]([O:28][C:27]([NH:1][C:2]1[CH:3]=[C:4]([CH:8]=[C:9]([NH:11][C:12]([O:14][C:15]([CH3:18])([CH3:17])[CH3:16])=[O:13])[CH:10]=1)[C:5]([OH:7])=[O:6])=[O:30])([CH3:39])([CH3:36])[CH3:33]. The yield is 0.850. (5) The reactants are [F:1][C:2]([F:30])([F:29])[C:3]1[CH:4]=[C:5]([CH:22]=[C:23]([C:25]([F:28])([F:27])[F:26])[CH:24]=1)[CH2:6][CH:7]1[C:12]2[C:13](=[O:21])[N:14](Cl)[CH:15]=[C:16]([S:18][CH3:19])[O:17][C:11]=2[NH:10][CH2:9][NH:8]1.[CH3:31][C:32]1[CH:37]=[CH:36][CH:35]=[CH:34][C:33]=1B(O)O. No catalyst specified. The product is [F:1][C:2]([F:30])([F:29])[C:3]1[CH:4]=[C:5]([CH:22]=[C:23]([C:25]([F:28])([F:27])[F:26])[CH:24]=1)[CH2:6][CH:7]1[C:12]2[C:13](=[O:21])[N:14]([C:33]3[CH:34]=[CH:35][CH:36]=[CH:37][C:32]=3[CH3:31])[CH:15]=[C:16]([S:18][CH3:19])[O:17][C:11]=2[NH:10][CH2:9][NH:8]1. The yield is 0.810. (6) The reactants are [C:1]([O:5][C:6]([C:8]1[S:22][C:11]2[CH2:12][CH2:13][C:14]3[CH:15]=[N:16][C:17]([S:20][CH3:21])=[N:18][C:19]=3[C:10]=2[CH:9]=1)=[O:7])([CH3:4])([CH3:3])[CH3:2].C(C1C(=O)C(Cl)=C(Cl)C(=O)C=1C#N)#N. The catalyst is O1CCOCC1.CC(C)=O. The product is [C:1]([O:5][C:6]([C:8]1[S:22][C:11]2=[CH:12][CH:13]=[C:14]3[C:19]([N:18]=[C:17]([S:20][CH3:21])[N:16]=[CH:15]3)=[C:10]2[CH:9]=1)=[O:7])([CH3:4])([CH3:3])[CH3:2]. The yield is 0.730. (7) The catalyst is C(Cl)Cl. The yield is 0.400. The product is [C:12]([O:15][C:16]1[CH:17]=[CH:18][CH:19]=[CH:20][C:8]=1[C:6]([O:5][CH:4]([I:11])[CH3:9])=[O:7])(=[O:14])[CH3:13]. The reactants are CC1[O:7][CH:6]([CH3:8])[O:5][CH:4]([CH3:9])O1.[Na+].[I-:11].[C:12]([O:15][C:16]1C=[CH:20][CH:19]=[CH:18][C:17]=1C(Cl)=O)(=[O:14])[CH3:13].